This data is from Catalyst prediction with 721,799 reactions and 888 catalyst types from USPTO. The task is: Predict which catalyst facilitates the given reaction. (1) Reactant: [NH:1]1[CH:5]=[C:4]([C:6]([OH:8])=O)[CH:3]=[N:2]1.Cl.CN(C)CCCN=C=NCC.O.ON1C2C=CC=CC=2N=N1.[NH:32]1[CH2:37][CH2:36][O:35][CH2:34][CH2:33]1. Product: [NH:1]1[CH:5]=[C:4]([C:6]([N:32]2[CH2:37][CH2:36][O:35][CH2:34][CH2:33]2)=[O:8])[CH:3]=[N:2]1. The catalyst class is: 22. (2) The catalyst class is: 2. Reactant: [Al+3].[Cl-].[Cl-].[Cl-].[Br:5][C:6]1[CH:7]=[CH:8][C:9]([Cl:15])=[C:10]([CH:14]=1)[C:11](Cl)=[O:12].[F:16][C:17]1[CH:22]=[CH:21][C:20]([C:23]2[S:24][CH:25]=[CH:26][CH:27]=2)=[CH:19][CH:18]=1. Product: [Br:5][C:6]1[CH:7]=[CH:8][C:9]([Cl:15])=[C:10]([C:11]([C:25]2[S:24][C:23]([C:20]3[CH:21]=[CH:22][C:17]([F:16])=[CH:18][CH:19]=3)=[CH:27][CH:26]=2)=[O:12])[CH:14]=1. (3) Reactant: [NH2:1][C:2]1[C:3]([CH3:21])=[CH:4][C:5]([C:8]2[CH:9]=[C:10]([CH:17]=[CH:18][C:19]=2[CH3:20])[C:11]([NH:13][CH:14]2[CH2:16][CH2:15]2)=[O:12])=[N:6][CH:7]=1.[C:22]([O-:25])(=O)[CH3:23].[K+].C(OC(=O)C)(=O)C.C(O[N:39]=O)(C)(C)C.C1OCCOCCOCCOCCOCCOC1. Product: [C:22]([N:1]1[C:2]2=[CH:7][N:6]=[C:5]([C:8]3[CH:9]=[C:10]([CH:17]=[CH:18][C:19]=3[CH3:20])[C:11]([NH:13][CH:14]3[CH2:15][CH2:16]3)=[O:12])[CH:4]=[C:3]2[CH:21]=[N:39]1)(=[O:25])[CH3:23]. The catalyst class is: 22. (4) Product: [Br:1][C:2]1[C:3]([N:21]2[CH2:26][CH2:25][N:24]([CH2:27][C:28]3[CH:29]=[N:30][CH:31]=[CH:32][CH:33]=3)[CH2:23][CH2:22]2)=[C:4]2[N:10]=[C:9]([C:11]3[CH:16]=[C:15]([CH2:36][N:52]([CH3:57])[CH3:53])[CH:14]=[CH:13][CH:12]=3)[NH:8][C:5]2=[N:6][CH:7]=1. Reactant: [Br:1][C:2]1[C:3]([N:21]2[CH2:26][CH2:25][N:24]([CH2:27][C:28]3[CH:29]=[N:30][CH:31]=[CH:32][CH:33]=3)[CH2:23][CH2:22]2)=[C:4]2[N:10]=[C:9]([C:11]3[CH:16]=[CH:15][C:14](CN(C)C)=[CH:13][CH:12]=3)[NH:8][C:5]2=[N:6][CH:7]=1.BrC1[C:36]([N:52]2[CH2:57][CH2:53][N:52]([CH2:57]C3C=NC=CC=3)[CH2:36][CH2:53]2)=C2N=C(C3C=C(CN)C=CC=3)NC2=NC=1.C=O.[BH3-]C#N.[Na+]. The catalyst class is: 92. (5) Reactant: [C:1]1([CH:7]([C:23]2[CH:28]=[CH:27][CH:26]=[CH:25][CH:24]=2)[CH2:8][CH:9]2[C:18]3[C:13](=[CH:14][C:15]([O:21][CH3:22])=[C:16]([O:19][CH3:20])[CH:17]=3)[CH2:12][CH2:11][NH:10]2)[CH:6]=[CH:5][CH:4]=[CH:3][CH:2]=1.C(N(CC)CC)C.[C:36](OC(=O)C)(=[O:38])[CH3:37]. Product: [C:36]([N:10]1[CH2:11][CH2:12][C:13]2[C:18](=[CH:17][C:16]([O:19][CH3:20])=[C:15]([O:21][CH3:22])[CH:14]=2)[CH:9]1[CH2:8][CH:7]([C:1]1[CH:2]=[CH:3][CH:4]=[CH:5][CH:6]=1)[C:23]1[CH:28]=[CH:27][CH:26]=[CH:25][CH:24]=1)(=[O:38])[CH3:37]. The catalyst class is: 158. (6) Reactant: C(OC([N:8]1[CH2:17][CH2:16][C:15]2[C:10](=[CH:11][C:12]([C:18]#[C:19][C:20]3[CH:25]=[C:24]([C:26]4[C:30]5[CH2:31][N:32]([S:35]([CH3:38])(=[O:37])=[O:36])[CH2:33][CH2:34][C:29]=5[N:28]([CH2:39][CH:40]([OH:48])[CH2:41][N:42]5[CH2:47][CH2:46][CH2:45][CH2:44][CH2:43]5)[N:27]=4)[CH:23]=[CH:22][C:21]=3[Cl:49])=[CH:13][CH:14]=2)[CH2:9]1)=O)(C)(C)C.CCN(CC)CC. Product: [Cl:49][C:21]1[CH:22]=[CH:23][C:24]([C:26]2[C:30]3[CH2:31][N:32]([S:35]([CH3:38])(=[O:37])=[O:36])[CH2:33][CH2:34][C:29]=3[N:28]([CH2:39][CH:40]([OH:48])[CH2:41][N:42]3[CH2:47][CH2:46][CH2:45][CH2:44][CH2:43]3)[N:27]=2)=[CH:25][C:20]=1[C:19]#[C:18][C:12]1[CH:11]=[C:10]2[C:15]([CH2:16][CH2:17][NH:8][CH2:9]2)=[CH:14][CH:13]=1. The catalyst class is: 356. (7) Reactant: [CH:1]1[C:14]2[NH:13][C:12]3[C:7](=[CH:8][CH:9]=[CH:10][CH:11]=3)[S:6][C:5]=2[CH:4]=[CH:3][CH:2]=1.[I:15]I. Product: [I-:15].[CH:11]1[C:12]2[C:7](=[S+:6][C:5]3[C:14]([N:13]=2)=[CH:1][CH:2]=[CH:3][CH:4]=3)[CH:8]=[CH:9][CH:10]=1. The catalyst class is: 22. (8) Reactant: [F:1][C:2]1[CH:7]=[CH:6][C:5]([C:8]2[S:12][C:11]([C:13]([OH:15])=O)=[CH:10][CH:9]=2)=[CH:4][CH:3]=1.C(Cl)(C([Cl:20])=O)=O. Product: [F:1][C:2]1[CH:7]=[CH:6][C:5]([C:8]2[S:12][C:11]([C:13]([Cl:20])=[O:15])=[CH:10][CH:9]=2)=[CH:4][CH:3]=1. The catalyst class is: 85. (9) Reactant: [F:1][C:2]([F:45])([F:44])[C:3]1[CH:4]=[C:5]([CH:37]=[C:38]([C:40]([F:43])([F:42])[F:41])[CH:39]=1)[CH2:6][N:7]([CH2:15][C:16]1[CH:21]=[C:20]([O:22][CH3:23])[C:19]([O:24][CH3:25])=[CH:18][C:17]=1[C:26]1[CH:31]=[C:30]([CH:32]([CH3:34])[CH3:33])[CH:29]=[CH:28][C:27]=1[O:35][CH3:36])[C:8]1[N:13]=[CH:12][C:11]([OH:14])=[CH:10][N:9]=1.O[CH2:47][CH2:48][C:49]([O:51][C:52]([CH3:55])([CH3:54])[CH3:53])=[O:50].C1(P(C2C=CC=CC=2)C2C=CC=CC=2)C=CC=CC=1.N(C(OC(C)C)=O)=NC(OC(C)C)=O. Product: [F:45][C:2]([F:1])([F:44])[C:3]1[CH:4]=[C:5]([CH:37]=[C:38]([C:40]([F:41])([F:42])[F:43])[CH:39]=1)[CH2:6][N:7]([CH2:15][C:16]1[CH:21]=[C:20]([O:22][CH3:23])[C:19]([O:24][CH3:25])=[CH:18][C:17]=1[C:26]1[CH:31]=[C:30]([CH:32]([CH3:34])[CH3:33])[CH:29]=[CH:28][C:27]=1[O:35][CH3:36])[C:8]1[N:9]=[CH:10][C:11]([O:14][CH2:47][CH2:48][C:49]([O:51][C:52]([CH3:55])([CH3:54])[CH3:53])=[O:50])=[CH:12][N:13]=1. The catalyst class is: 334.